From a dataset of Experimentally validated miRNA-target interactions with 360,000+ pairs, plus equal number of negative samples. Binary Classification. Given a miRNA mature sequence and a target amino acid sequence, predict their likelihood of interaction. (1) The miRNA is mmu-miR-3105-3p with sequence ACUGCUUAUGAGCUUGCACUCC. The protein sequence of the target gene is MTSCVHLGIVASQSKKMSLAKRFAQLRKASPLFSLRGVYFSAASYDYREKLSRNVLLDLKLDDAVDLFGEMVQSRPLPSIVEFNKLLSAIAKMNKFDLVISLGERMQNLRISYDLYSYNILINCFCRRSQLPLALAVLGKMMKLGYEPDIVTLSSLLNGYCHGKRISEAVALVDQMFVMEYQPNTVTFNTLIHGLFLHNKASEAVALIDRMVARGCQPDLFTYGTVVNGLCKRGDIDLALSLLKKMEKGKIEADVVIYTTIIDALCNYKNVNDALNLFTEMDNKGIRPNVVTYNSLIRCL.... Result: 0 (no interaction). (2) The miRNA is mmu-miR-135a-5p with sequence UAUGGCUUUUUAUUCCUAUGUGA. The protein sequence of the target gene is MLSRLGALLQEAVGAREPSIDLLQAFVEHWKGITHYYIESTDENTPAKKTDIPWRLKQMLDILVYEEKQQASSGEAGPCLEYLLQHKILETLCTLGKAEYPPGMRQQVFQFFSKVLSQVQHPLLHYLSVHRPVQKLLRLGGTVPGSLTEKEEVQFTSVLCSKIQQDPELLAYILEGKKIIGKKKTARESTAPPKDIAGYRDKDCPHSDALNRDPGLDKEHCGVPALSIHLPAETEGPENGPGESNLITSLLGLCKSKKSRLALKAQENILLLVSVASPAAATYLTQSTSCCMAIAEHLCQ.... Result: 0 (no interaction). (3) The miRNA is hsa-miR-6871-3p with sequence CAGCACCCUGUGGCUCCCACAG. The protein sequence of the target gene is MRVSGVLRLLALIFAIVTTWMFIRSYMSFSMKTIRLPRWLAASPTKEIQVKKYKCGLIKPCPANYFAFKICSGAANVVGPTMCFEDRMIMSPVKNNVGRGLNIALVNGTTGAVLGQKAFDMYSGDVMHLVKFLKEIPGGALVLVASYDDPGTKMNDESRKLFSDLGSSYAKQLGFRDSWVFIGAKDLRGKSPFEQFLKNSPDTNKYEGWPELLEMEGCMPPKPF. Result: 1 (interaction). (4) The miRNA is hsa-miR-1233-5p with sequence AGUGGGAGGCCAGGGCACGGCA. The protein sequence of the target gene is MPTRVLTMSARLGPLPQPPAAQDEPVFAQLKPVLGAANPARDAALFSGDDLKHAHHHPPAPPPAAGPRLPSEELVQTRCEMEKYLTPQLPPVPIISEHKKYRRDSASVVDQFFTDTEGIPYSINMNVFLPDITHLRTGLYKSQRPCVTQIKTEPVTIFSHQSESTAPPPPPAPTQALPEFTSIFSSHQTTAPPQEVNNIFIKQELPIPDLHLSVPSQQGHLYQLLNTPDLDMPSSTNQTAVMDTLNVSMAGLNPHPSAVPQTSMKQFQGMPPCTYTMPSQFLPQQATYFPPSPPSSEPGS.... Result: 0 (no interaction). (5) The miRNA is dme-miR-303-5p with sequence UUUAGGUUUCACAGGAAACUGGU. The protein sequence of the target gene is MGGGWWWARAARLARLRFRRSLLPPQRPRSGGARGSFAPGHGPRAGASPPPVSELDRADAWLLRKAHETAFLSWFRNGLLASGIGVISFMQSDMGREAAYGFFLLGGLCVVWGSASYAVGLAALRGPMQLTLGGAAVGAGAVLAASLLWACAVGLYMGQLELDVELVPEDDGTASAEGPDEAGRPPPE. Result: 0 (no interaction).